This data is from Full USPTO retrosynthesis dataset with 1.9M reactions from patents (1976-2016). The task is: Predict the reactants needed to synthesize the given product. (1) Given the product [CH3:18][C:15]1[N:14]=[CH:13][C:12]([C:10]2[C:9]3[CH2:8][CH2:7][CH2:6][CH2:5][C:4]=3[N:3]=[C:2]([O:19][CH2:20][C:21]3[CH:22]=[C:23]([CH:26]=[CH:27][CH:28]=3)[C:24]#[N:25])[CH:11]=2)=[CH:17][N:16]=1, predict the reactants needed to synthesize it. The reactants are: Cl[C:2]1[CH:11]=[C:10]([C:12]2[CH:13]=[N:14][C:15]([CH3:18])=[N:16][CH:17]=2)[C:9]2[CH2:8][CH2:7][CH2:6][CH2:5][C:4]=2[N:3]=1.[OH:19][CH2:20][C:21]1[CH:22]=[C:23]([CH:26]=[CH:27][CH:28]=1)[C:24]#[N:25].O(C(C)(C)C)[Na]. (2) Given the product [OH:1][C:2]([CH3:28])([CH3:29])[CH:3]([C:22]1[CH:23]=[N+:24]([O-:38])[CH:25]=[CH:26][CH:27]=1)[O:4][C:5]1[C:6]([NH:15][S:16]([CH2:19][CH2:20][CH3:21])(=[O:18])=[O:17])=[N:7][C:8]2[C:13](=[CH:12][CH:11]=[CH:10][CH:9]=2)[N:14]=1, predict the reactants needed to synthesize it. The reactants are: [OH:1][C:2]([CH3:29])([CH3:28])[CH:3]([C:22]1[CH:23]=[N:24][CH:25]=[CH:26][CH:27]=1)[O:4][C:5]1[C:6]([NH:15][S:16]([CH2:19][CH2:20][CH3:21])(=[O:18])=[O:17])=[N:7][C:8]2[C:13]([N:14]=1)=[CH:12][CH:11]=[CH:10][CH:9]=2.ClC1C=CC=C(C(OO)=[O:38])C=1.